This data is from Reaction yield outcomes from USPTO patents with 853,638 reactions. The task is: Predict the reaction yield, written as a fraction of the theoretical maximum amount of product (1.0 means a 100% yield; for example, 0.34 means a 34% yield). (1) The reactants are Cl[C:2]1[CH:7]=[CH:6][C:5]([I:8])=[CH:4][N:3]=1.[NH2:9][CH2:10][CH:11]1[CH2:13][CH2:12]1. No catalyst specified. The product is [CH:11]1([CH2:10][NH:9][C:2]2[CH:7]=[CH:6][C:5]([I:8])=[CH:4][N:3]=2)[CH2:13][CH2:12]1. The yield is 0.770. (2) The reactants are [Si]([O:8][C:9]1[CH:14]=[C:13]([O:15][Si](C(C)(C)C)(C)C)[CH:12]=[CH:11][C:10]=1[C@@H:23]1[CH2:28][CH2:27][C@H:26]([NH2:29])[CH2:25][CH2:24]1)(C(C)(C)C)(C)C.C(N(CC)CC)C.[CH2:37]([S:41](Cl)(=[O:43])=[O:42])[CH2:38][CH2:39][CH3:40].[OH-].[Na+].O.[F-].C([N+](CCCC)(CCCC)CCCC)CCC. The catalyst is CN(C)C1C=CN=CC=1.C(O)(=O)C.O.C(OCC)(=O)C.ClCCCl. The product is [OH:8][C:9]1[CH:14]=[C:13]([OH:15])[CH:12]=[CH:11][C:10]=1[C@@H:23]1[CH2:24][CH2:25][C@H:26]([NH:29][S:41]([CH2:37][CH2:38][CH2:39][CH3:40])(=[O:43])=[O:42])[CH2:27][CH2:28]1. The yield is 0.350. (3) The catalyst is C1COCC1.CCOC(C)=O. The reactants are Cl[C:2]1[C:7]([F:8])=[C:6]([Cl:9])[N:5]=[C:4]([CH3:10])[N:3]=1.[CH3:11][NH:12][CH2:13][CH2:14][C:15]1[CH:20]=[CH:19][N:18]=[CH:17][CH:16]=1.C(N(CC)CC)C. The yield is 0.810. The product is [Cl:9][C:6]1[N:5]=[C:4]([CH3:10])[N:3]=[C:2]([N:12]([CH3:11])[CH2:13][CH2:14][C:15]2[CH:20]=[CH:19][N:18]=[CH:17][CH:16]=2)[C:7]=1[F:8].